Dataset: Full USPTO retrosynthesis dataset with 1.9M reactions from patents (1976-2016). Task: Predict the reactants needed to synthesize the given product. Given the product [Cl:20][C:21]1[S:25][C:24]([CH2:26][NH:27][C:17]([C:12]2[CH:13]=[CH:14][C:15]3[C:10]([CH:11]=2)=[N:9][N:8]([CH2:7][CH2:6][N:1]2[CH:5]=[CH:4][CH:3]=[N:2]2)[CH:16]=3)=[O:19])=[CH:23][CH:22]=1, predict the reactants needed to synthesize it. The reactants are: [N:1]1([CH2:6][CH2:7][N:8]2[CH:16]=[C:15]3[C:10]([CH:11]=[C:12]([C:17]([OH:19])=O)[CH:13]=[CH:14]3)=[N:9]2)[CH:5]=[CH:4][CH:3]=[N:2]1.[Cl:20][C:21]1[S:25][C:24]([CH2:26][NH2:27])=[CH:23][CH:22]=1.